This data is from Reaction yield outcomes from USPTO patents with 853,638 reactions. The task is: Predict the reaction yield, written as a fraction of the theoretical maximum amount of product (1.0 means a 100% yield; for example, 0.34 means a 34% yield). (1) The reactants are [Cl:1][C:2]1[N:7]=[CH:6][C:5]([NH:8][C:9](=O)[C@H:10]([NH:12][S:13]([C:16]2[CH:21]=[CH:20][C:19]([Cl:22])=[CH:18][CH:17]=2)(=[O:15])=[O:14])[CH3:11])=[C:4]([NH:24][CH2:25][CH3:26])[CH:3]=1. The catalyst is CC(O)=O. The product is [Cl:22][C:19]1[CH:20]=[CH:21][C:16]([S:13]([NH:12][C@@H:10]([C:9]2[N:24]([CH2:25][CH3:26])[C:4]3[CH:3]=[C:2]([Cl:1])[N:7]=[CH:6][C:5]=3[N:8]=2)[CH3:11])(=[O:15])=[O:14])=[CH:17][CH:18]=1. The yield is 0.550. (2) The reactants are [CH3:1][Si:2]([CH:5]=[N+:6]=[N-:7])([CH3:4])[CH3:3].C([N-]C(C)C)(C)C.[Li+].[C:16]([O:20][CH3:21])(=[O:19])[C:17]#[CH:18].Cl. The catalyst is C1COCC1.O.C(OCC)(=O)C. The product is [CH3:21][O:20][C:16]([C:17]1[NH:7][N:6]=[C:5]([Si:2]([CH3:4])([CH3:3])[CH3:1])[CH:18]=1)=[O:19]. The yield is 0.360. (3) The reactants are C([CH2:5][C:6]([NH2:8])=[O:7])C1OC1.[C:9]([NH:13][C:14]1[CH:19]=[CH:18][C:17]([N:20]2[CH2:25][CH2:24][O:23][CH2:22][CH2:21]2)=[C:16]([F:26])[CH:15]=1)([O:11]C)=O.[CH3:27][C:28](C)([O-:30])[CH3:29].[Li+]. The catalyst is C1COCC1. The product is [F:26][C:16]1[CH:15]=[C:14]([N:13]2[CH2:27][CH:28]([CH2:29][NH:8][C:6](=[O:7])[CH3:5])[O:30][C:9]2=[O:11])[CH:19]=[CH:18][C:17]=1[N:20]1[CH2:25][CH2:24][O:23][CH2:22][CH2:21]1. The yield is 0.800. (4) The reactants are [Cl:1][C:2]1[N:6]2[CH:7]=[C:8]([C:15]([CH3:17])=[CH2:16])[CH:9]=[C:10]([C:11]([F:14])([F:13])[F:12])[C:5]2=[N:4][C:3]=1[C:18]([N:20]1[CH2:25][CH2:24][CH:23]([N:26]2[CH2:30][CH2:29][O:28][C:27]2=[O:31])[CH2:22][CH2:21]1)=[O:19].C1(SC2C=CC=CC=2)C=CC=CC=1.[H][H]. The catalyst is CCOC(C)=O.[Pd]. The product is [Cl:1][C:2]1[N:6]2[CH:7]=[C:8]([CH:15]([CH3:17])[CH3:16])[CH:9]=[C:10]([C:11]([F:14])([F:13])[F:12])[C:5]2=[N:4][C:3]=1[C:18]([N:20]1[CH2:25][CH2:24][CH:23]([N:26]2[CH2:30][CH2:29][O:28][C:27]2=[O:31])[CH2:22][CH2:21]1)=[O:19]. The yield is 0.430. (5) The reactants are N.C([N:9]1[CH2:13][CH:12]([CH2:14][CH:15]([CH3:19])[CH2:16][CH2:17][CH3:18])[CH2:11][C:10]1=[O:20])C1C=CC=CC=1.[Na]. The catalyst is C1COCC1. The product is [CH3:19][CH:15]([CH2:16][CH2:17][CH3:18])[CH2:14][CH:12]1[CH2:13][NH:9][C:10](=[O:20])[CH2:11]1. The yield is 0.860.